This data is from NCI-60 drug combinations with 297,098 pairs across 59 cell lines. The task is: Regression. Given two drug SMILES strings and cell line genomic features, predict the synergy score measuring deviation from expected non-interaction effect. (1) Drug 1: CC1=C(C(=CC=C1)Cl)NC(=O)C2=CN=C(S2)NC3=CC(=NC(=N3)C)N4CCN(CC4)CCO. Drug 2: CC1CCC2CC(C(=CC=CC=CC(CC(C(=O)C(C(C(=CC(C(=O)CC(OC(=O)C3CCCCN3C(=O)C(=O)C1(O2)O)C(C)CC4CCC(C(C4)OC)OCCO)C)C)O)OC)C)C)C)OC. Cell line: SK-OV-3. Synergy scores: CSS=20.3, Synergy_ZIP=-5.19, Synergy_Bliss=1.04, Synergy_Loewe=-6.68, Synergy_HSA=2.16. (2) Drug 1: C1CC(=O)NC(=O)C1N2C(=O)C3=CC=CC=C3C2=O. Drug 2: C1CCC(C(C1)N)N.C(=O)(C(=O)[O-])[O-].[Pt+4]. Cell line: DU-145. Synergy scores: CSS=4.46, Synergy_ZIP=-9.03, Synergy_Bliss=-16.9, Synergy_Loewe=-37.9, Synergy_HSA=-18.9. (3) Drug 1: C1=NC2=C(N1)C(=S)N=C(N2)N. Drug 2: N.N.Cl[Pt+2]Cl. Cell line: M14. Synergy scores: CSS=32.5, Synergy_ZIP=-10.6, Synergy_Bliss=-5.59, Synergy_Loewe=-17.3, Synergy_HSA=-7.30. (4) Drug 1: CC12CCC3C(C1CCC2=O)CC(=C)C4=CC(=O)C=CC34C. Drug 2: CN(C)C1=NC(=NC(=N1)N(C)C)N(C)C. Cell line: SF-539. Synergy scores: CSS=24.6, Synergy_ZIP=0.441, Synergy_Bliss=1.97, Synergy_Loewe=-39.5, Synergy_HSA=0.224. (5) Drug 1: C1=C(C(=O)NC(=O)N1)F. Drug 2: CC1=C(C=C(C=C1)C(=O)NC2=CC(=CC(=C2)C(F)(F)F)N3C=C(N=C3)C)NC4=NC=CC(=N4)C5=CN=CC=C5. Cell line: NCIH23. Synergy scores: CSS=42.4, Synergy_ZIP=-2.10, Synergy_Bliss=-5.63, Synergy_Loewe=-6.87, Synergy_HSA=-6.41. (6) Drug 1: CCCCCOC(=O)NC1=NC(=O)N(C=C1F)C2C(C(C(O2)C)O)O. Drug 2: CC12CCC3C(C1CCC2O)C(CC4=C3C=CC(=C4)O)CCCCCCCCCS(=O)CCCC(C(F)(F)F)(F)F. Cell line: MOLT-4. Synergy scores: CSS=-7.18, Synergy_ZIP=7.23, Synergy_Bliss=5.17, Synergy_Loewe=-6.75, Synergy_HSA=-4.83. (7) Drug 1: CC(C1=C(C=CC(=C1Cl)F)Cl)OC2=C(N=CC(=C2)C3=CN(N=C3)C4CCNCC4)N. Drug 2: C1=CC(=C2C(=C1NCCNCCO)C(=O)C3=C(C=CC(=C3C2=O)O)O)NCCNCCO. Cell line: UO-31. Synergy scores: CSS=45.6, Synergy_ZIP=11.3, Synergy_Bliss=11.7, Synergy_Loewe=11.7, Synergy_HSA=13.9. (8) Drug 1: CC1C(C(CC(O1)OC2CC(CC3=C2C(=C4C(=C3O)C(=O)C5=C(C4=O)C(=CC=C5)OC)O)(C(=O)C)O)N)O.Cl. Drug 2: C1CN1P(=S)(N2CC2)N3CC3. Cell line: U251. Synergy scores: CSS=45.6, Synergy_ZIP=-5.55, Synergy_Bliss=0.00275, Synergy_Loewe=-12.0, Synergy_HSA=2.63. (9) Drug 1: CC1=C2C(C(=O)C3(C(CC4C(C3C(C(C2(C)C)(CC1OC(=O)C(C(C5=CC=CC=C5)NC(=O)C6=CC=CC=C6)O)O)OC(=O)C7=CC=CC=C7)(CO4)OC(=O)C)O)C)OC(=O)C. Drug 2: C(=O)(N)NO. Cell line: KM12. Synergy scores: CSS=30.4, Synergy_ZIP=3.76, Synergy_Bliss=7.43, Synergy_Loewe=-23.3, Synergy_HSA=2.06. (10) Drug 1: CC1=C2C(C(=O)C3(C(CC4C(C3C(C(C2(C)C)(CC1OC(=O)C(C(C5=CC=CC=C5)NC(=O)OC(C)(C)C)O)O)OC(=O)C6=CC=CC=C6)(CO4)OC(=O)C)OC)C)OC. Drug 2: C1=C(C(=O)NC(=O)N1)F. Cell line: HCT116. Synergy scores: CSS=83.7, Synergy_ZIP=4.21, Synergy_Bliss=3.95, Synergy_Loewe=7.96, Synergy_HSA=11.0.